Dataset: Catalyst prediction with 721,799 reactions and 888 catalyst types from USPTO. Task: Predict which catalyst facilitates the given reaction. (1) Reactant: [N:1]1([C:7]2[CH:15]=[CH:14][C:13]([N+:16]([O-:18])=[O:17])=[CH:12][C:8]=2[C:9](Cl)=[O:10])[CH2:6][CH2:5][O:4][CH2:3][CH2:2]1.[Cl:19][C:20]1[CH:25]=[CH:24][CH:23]=[CH:22][C:21]=1[N:26]1[CH2:31][CH2:30][NH:29][CH2:28][CH2:27]1.CCN(CC)CC. Product: [Cl:19][C:20]1[CH:25]=[CH:24][CH:23]=[CH:22][C:21]=1[N:26]1[CH2:31][CH2:30][N:29]([C:9]([C:8]2[CH:12]=[C:13]([N+:16]([O-:18])=[O:17])[CH:14]=[CH:15][C:7]=2[N:1]2[CH2:6][CH2:5][O:4][CH2:3][CH2:2]2)=[O:10])[CH2:28][CH2:27]1. The catalyst class is: 2. (2) Reactant: Br[C:2]1[CH:10]=[CH:9][CH:8]=[C:7]2[C:3]=1[CH2:4][CH2:5][CH2:6]2.[NH:11]1[CH:15]=[CH:14][N:13]=[CH:12]1.C([O-])([O-])=O.[Cs+].[Cs+].C1(N)CCCCC1N. Product: [CH2:6]1[C:7]2[C:3](=[C:2]([N:11]3[CH:15]=[CH:14][N:13]=[CH:12]3)[CH:10]=[CH:9][CH:8]=2)[CH2:4][CH2:5]1. The catalyst class is: 3.